Dataset: Full USPTO retrosynthesis dataset with 1.9M reactions from patents (1976-2016). Task: Predict the reactants needed to synthesize the given product. Given the product [CH2:1]([O:3][C:4]([C:6]1[S:14][C:9]2=[CH:10][N:11]=[CH:12][CH:13]=[C:8]2[C:7]=1[NH:37][C:36]1[CH:38]=[CH:39][C:33]([Br:32])=[CH:34][C:35]=1[F:40])=[O:5])[CH3:2], predict the reactants needed to synthesize it. The reactants are: [CH2:1]([O:3][C:4]([C:6]1[S:14][C:9]2=[CH:10][N:11]=[CH:12][CH:13]=[C:8]2[C:7]=1OS(C(F)(F)C(F)(F)C(F)(F)C(F)(F)F)(=O)=O)=[O:5])[CH3:2].[Br:32][C:33]1[CH:39]=[CH:38][C:36]([NH2:37])=[C:35]([F:40])[CH:34]=1.CC1(C)C2C(=C(P(C3C=CC=CC=3)C3C=CC=CC=3)C=CC=2)OC2C(P(C3C=CC=CC=3)C3C=CC=CC=3)=CC=CC1=2.C1CCN2C(=NCCC2)CC1.